Dataset: Full USPTO retrosynthesis dataset with 1.9M reactions from patents (1976-2016). Task: Predict the reactants needed to synthesize the given product. (1) The reactants are: [C:1]([C:5]1[C:19]([O:20]CC(C)=C)=[CH:18][C:8]2[CH2:9][C:10]3([O:17][C:7]=2[CH:6]=1)[CH2:16][CH2:15][CH2:14][CH2:13][CH2:12][CH2:11]3)([CH3:4])([CH3:3])[CH3:2]. Given the product [C:1]([C:5]1[C:19]([OH:20])=[C:18]([CH2:3][C:1]([CH3:4])=[CH2:2])[C:8]2[CH2:9][C:10]3([O:17][C:7]=2[CH:6]=1)[CH2:16][CH2:15][CH2:14][CH2:13][CH2:12][CH2:11]3)([CH3:2])([CH3:3])[CH3:4], predict the reactants needed to synthesize it. (2) Given the product [Br:1][C:2]1[CH:27]=[CH:26][C:25]([F:28])=[CH:24][C:3]=1[O:4][CH:5]1[CH2:8][N:7]([C:9]2[N:10]=[CH:11][C:12]([C:15]([NH:17][CH2:18][C:19]([OH:21])=[O:20])=[O:16])=[N:13][CH:14]=2)[CH2:6]1, predict the reactants needed to synthesize it. The reactants are: [Br:1][C:2]1[CH:27]=[CH:26][C:25]([F:28])=[CH:24][C:3]=1[O:4][CH:5]1[CH2:8][N:7]([C:9]2[N:10]=[CH:11][C:12]([C:15]([NH:17][CH2:18][C:19]([O:21]CC)=[O:20])=[O:16])=[N:13][CH:14]=2)[CH2:6]1.O1CCCC1.[OH-].[Li+].Cl. (3) Given the product [CH3:12][O:11][C:9]1[CH:8]=[CH:7][C:3]2[C:4](=[O:6])[N:14]=[C:13]([C:15]3[N:20]=[C:19]([CH2:21][CH2:22][C:23]([O:25][C:26]([CH3:29])([CH3:28])[CH3:27])=[O:24])[CH:18]=[CH:17][CH:16]=3)[S:1][C:2]=2[CH:10]=1, predict the reactants needed to synthesize it. The reactants are: [SH:1][C:2]1[CH:10]=[C:9]([O:11][CH3:12])[CH:8]=[CH:7][C:3]=1[C:4]([OH:6])=O.[C:13]([C:15]1[N:20]=[C:19]([CH2:21][CH2:22][C:23]([O:25][C:26]([CH3:29])([CH3:28])[CH3:27])=[O:24])[CH:18]=[CH:17][CH:16]=1)#[N:14]. (4) Given the product [CH2:15]([O:14][C:13]([NH:12][C:3]1([C:1](=[NH:2])[NH:23][O:24][C:25](=[CH:26][C:27]([O:29][CH2:30][CH3:31])=[O:28])[C:32]([O:34][CH2:35][CH3:36])=[O:33])[CH2:8][CH2:7][C:6]([F:11])([CH2:9][OH:10])[CH2:5][CH2:4]1)=[O:22])[C:16]1[CH:17]=[CH:18][CH:19]=[CH:20][CH:21]=1, predict the reactants needed to synthesize it. The reactants are: [C:1]([C:3]1([NH:12][C:13](=[O:22])[O:14][CH2:15][C:16]2[CH:21]=[CH:20][CH:19]=[CH:18][CH:17]=2)[CH2:8][CH2:7][C:6]([F:11])([CH2:9][OH:10])[CH2:5][CH2:4]1)#[N:2].[NH2:23][OH:24].[C:25]([C:32]([O:34][CH2:35][CH3:36])=[O:33])#[C:26][C:27]([O:29][CH2:30][CH3:31])=[O:28]. (5) Given the product [OH:12][C:6]1[CH:5]=[CH:4][C:3]([CH:1]=[N:25][NH:24][C:21]2[CH:20]=[CH:19][C:18]([C:17]3[O:13][CH:14]=[N:15][CH:16]=3)=[CH:23][CH:22]=2)=[CH:11][C:7]=1[C:8]([OH:10])=[O:9], predict the reactants needed to synthesize it. The reactants are: [CH:1]([C:3]1[CH:11]=[C:7]([C:8]([OH:10])=[O:9])[C:6]([OH:12])=[CH:5][CH:4]=1)=O.[O:13]1[C:17]([C:18]2[CH:23]=[CH:22][C:21]([NH:24][NH2:25])=[CH:20][CH:19]=2)=[CH:16][N:15]=[CH:14]1. (6) Given the product [NH2:2][C:1]([C:3]1[C:12]([NH:26][CH:23]([CH2:24][CH3:25])[CH2:22][CH3:21])=[CH:11][C:6]([C:7]([O:9][CH3:10])=[O:8])=[C:5]([F:14])[CH:4]=1)=[O:48], predict the reactants needed to synthesize it. The reactants are: [C:1]([C:3]1[C:12](I)=[CH:11][C:6]([C:7]([O:9][CH3:10])=[O:8])=[C:5]([F:14])[CH:4]=1)#[N:2].C(=O)([O-])[O-].[Cs+].[Cs+].[CH3:21][CH2:22][CH:23]([NH2:26])[CH2:24][CH3:25].CC1(C)C2C(=C(P(C3C=CC=CC=3)C3C=CC=CC=3)C=CC=2)[O:48]C2C(P(C3C=CC=CC=3)C3C=CC=CC=3)=CC=CC1=2.C(=O)([O-])[O-].[K+].[K+].OO. (7) Given the product [CH2:1]([O:8][C:9]1[CH:35]=[CH:34][C:12]([CH2:13][C@@H:14]([NH:19][C:20](=[O:33])[CH2:21][CH2:22][CH2:23][CH2:24][CH2:25][CH2:26][C:27]2[CH:32]=[CH:31][CH:30]=[CH:29][CH:28]=2)[CH2:15][CH2:16][C:17]2[NH:38][N:37]=[N:36][N:18]=2)=[CH:11][CH:10]=1)[C:2]1[CH:3]=[CH:4][CH:5]=[CH:6][CH:7]=1, predict the reactants needed to synthesize it. The reactants are: [CH2:1]([O:8][C:9]1[CH:35]=[CH:34][C:12]([CH2:13][C@@H:14]([NH:19][C:20](=[O:33])[CH2:21][CH2:22][CH2:23][CH2:24][CH2:25][CH2:26][C:27]2[CH:32]=[CH:31][CH:30]=[CH:29][CH:28]=2)[CH2:15][CH2:16][C:17]#[N:18])=[CH:11][CH:10]=1)[C:2]1[CH:7]=[CH:6][CH:5]=[CH:4][CH:3]=1.[N-:36]=[N+:37]=[N-:38].[Na+].N(CC)CC.Cl. (8) Given the product [C:22]1([N:8]([C:5]2[CH:6]=[CH:7][C:2]([B:28]3[O:32][C:31]([CH3:34])([CH3:33])[C:30]([CH3:36])([CH3:35])[O:29]3)=[CH:3][CH:4]=2)[C:9]2[C:14]3[S:15][C:16]4[CH:21]=[CH:20][CH:19]=[CH:18][C:17]=4[C:13]=3[CH:12]=[CH:11][CH:10]=2)[CH:27]=[CH:26][CH:25]=[CH:24][CH:23]=1, predict the reactants needed to synthesize it. The reactants are: Br[C:2]1[CH:7]=[CH:6][C:5]([N:8]([C:22]2[CH:27]=[CH:26][CH:25]=[CH:24][CH:23]=2)[C:9]2[C:14]3[S:15][C:16]4[CH:21]=[CH:20][CH:19]=[CH:18][C:17]=4[C:13]=3[CH:12]=[CH:11][CH:10]=2)=[CH:4][CH:3]=1.[B:28]1([B:28]2[O:32][C:31]([CH3:34])([CH3:33])[C:30]([CH3:36])([CH3:35])[O:29]2)[O:32][C:31]([CH3:34])([CH3:33])[C:30]([CH3:36])([CH3:35])[O:29]1.CC([O-])=O.[K+].C(Cl)Cl. (9) Given the product [C:16]1([CH2:22][O:23][C:24]2[CH:34]=[CH:33][C:27]3[CH2:28][N:29]([C:9]([O:11][C:12]([CH3:13])([CH3:14])[CH3:15])=[O:10])[CH2:30][CH2:31][O:32][C:26]=3[CH:25]=2)[CH:17]=[CH:18][CH:19]=[CH:20][CH:21]=1, predict the reactants needed to synthesize it. The reactants are: O([C:9]([O:11][C:12]([CH3:15])([CH3:14])[CH3:13])=[O:10])[C:9]([O:11][C:12]([CH3:15])([CH3:14])[CH3:13])=[O:10].[C:16]1([CH2:22][O:23][C:24]2[CH:34]=[CH:33][C:27]3[CH2:28][NH:29][CH2:30][CH2:31][O:32][C:26]=3[CH:25]=2)[CH:21]=[CH:20][CH:19]=[CH:18][CH:17]=1.